Dataset: Catalyst prediction with 721,799 reactions and 888 catalyst types from USPTO. Task: Predict which catalyst facilitates the given reaction. (1) The catalyst class is: 136. Product: [F:2][C:3]1[CH:4]=[C:5]([C@H:14]([NH:15][C:31]([C:30]2[CH:34]=[CH:35][C:27]([C:25]([O:24][CH3:23])=[O:26])=[CH:28][CH:29]=2)=[O:32])[C:16]2[C:21]([F:22])=[CH:20][CH:19]=[CH:18][N:17]=2)[CH:6]=[CH:7][C:8]=1[O:9][C:10]([F:13])([F:12])[F:11]. Reactant: Cl.[F:2][C:3]1[CH:4]=[C:5]([C@@H:14]([C:16]2[C:21]([F:22])=[CH:20][CH:19]=[CH:18][N:17]=2)[NH2:15])[CH:6]=[CH:7][C:8]=1[O:9][C:10]([F:13])([F:12])[F:11].[CH3:23][O:24][C:25]([C:27]1[CH:35]=[CH:34][C:30]([C:31](O)=[O:32])=[CH:29][CH:28]=1)=[O:26].CCCP(=O)=O.CCOC(C)=O. (2) Product: [Br:34][CH:35]([Br:36])[C:25]([C:22]1[N:23]=[N:24][C:19]([O:18][CH2:16][CH3:17])=[CH:20][C:21]=1[C:30]([F:31])([F:32])[F:33])=[O:27]. Reactant: CC1(C)CCCC(C)(C)N1.[Li]CCCC.[CH2:16]([O:18][C:19]1[N:24]=[N:23][C:22]([C:25]([O:27]CC)=O)=[C:21]([C:30]([F:33])([F:32])[F:31])[CH:20]=1)[CH3:17].[Br:34][CH2:35][Br:36].Cl. The catalyst class is: 220. (3) Product: [C:41]1([CH:37]([C:31]2[CH:32]=[CH:33][CH:34]=[CH:35][CH:36]=2)[CH2:38][CH2:39][NH:40][CH2:25][C:17](=[CH2:18])[CH2:3][N:4]2[CH2:5][CH2:6][N:7]([C:10]([O:12][C:13]([CH3:14])([CH3:15])[CH3:16])=[O:11])[CH2:8][CH2:9]2)[CH:42]=[CH:43][CH:44]=[CH:45][CH:46]=1. The catalyst class is: 10. Reactant: ClC(=C)[CH:3]([CH2:17][C:18]1C=CC=CC=1)[N:4]1[CH2:9][CH2:8][N:7]([C:10]([O:12][C:13]([CH3:16])([CH3:15])[CH3:14])=[O:11])[CH2:6][CH2:5]1.[C:25]([O-])([O-])=O.[K+].[K+].[C:31]1([CH:37]([C:41]2[CH:46]=[CH:45][CH:44]=[CH:43][CH:42]=2)[CH2:38][CH2:39][NH2:40])[CH:36]=[CH:35][CH:34]=[CH:33][CH:32]=1. (4) Reactant: CS(C)=O.C(Cl)(=O)C(Cl)=O.[OH:11][CH2:12][CH:13]1[CH2:18][CH2:17][N:16]([CH:19]([C:25]2[CH:30]=[CH:29][CH:28]=[CH:27][CH:26]=2)[C:20]([O:22][CH2:23][CH3:24])=[O:21])[CH2:15][CH2:14]1.C(N(CC)CC)C. Product: [CH:12]([CH:13]1[CH2:18][CH2:17][N:16]([CH:19]([C:25]2[CH:26]=[CH:27][CH:28]=[CH:29][CH:30]=2)[C:20]([O:22][CH2:23][CH3:24])=[O:21])[CH2:15][CH2:14]1)=[O:11]. The catalyst class is: 46. (5) Reactant: Cl[C:2]1[CH:7]=[C:6]([C:8]2[CH:13]=[CH:12][CH:11]=[C:10](Cl)[C:9]=2[CH3:15])[N:5]=[C:4]([NH2:16])[N:3]=1.[Cl:17][C:18]1[CH:29]=[CH:28][C:21]2[NH:22][C:23]([CH2:25][CH2:26][NH2:27])=[N:24][C:20]=2[CH:19]=1.[CH3:30]CN(CC)CC.C(O)CCC. Product: [Cl:17][C:18]1[CH:29]=[CH:28][C:21]2[NH:22][C:23]([CH2:25][CH2:26][NH:27][C:2]3[CH:7]=[C:6]([C:8]4[CH:13]=[CH:12][CH:11]=[C:10]([CH3:30])[C:9]=4[CH3:15])[N:5]=[C:4]([NH2:16])[N:3]=3)=[N:24][C:20]=2[CH:19]=1. The catalyst class is: 5. (6) Reactant: [C:1]([O:4][C:5](=[O:7])[CH3:6])(=O)[CH3:2].O[C@@H]1[C:15]2[CH:16]=[CH:17][CH:18]=[CH:19][C:14]=2[N:13]([C:20]([NH2:22])=[O:21])[C:12]2[CH:23]=[CH:24][CH:25]=[CH:26][C:11]=2C1.CC(C)=O. Product: [CH3:6][C:5]([O:4][C@@H:1]1[C:23]2[CH:24]=[CH:25][CH:26]=[CH:11][C:12]=2[N:13]([C:20]([NH2:22])=[O:21])[C:14]2[CH:15]=[CH:16][CH:17]=[CH:18][C:19]=2[CH2:2]1)=[O:7]. The catalyst class is: 6. (7) Reactant: Br[C:2]1[CH:3]=[N:4][CH:5]=[C:6]([N:10]2[CH2:21][CH2:20][N:19]3[C:12](=[CH:13][C:14]4[CH2:15][C:16]([CH3:23])([CH3:22])[CH2:17][C:18]=43)[C:11]2=[O:24])[C:7]=1[CH:8]=[O:9].[CH3:25][O:26][CH2:27][CH2:28][N:29]1[CH2:34][CH2:33][N:32]2[N:35]=[C:36]([NH:38][C:39]3[C:40](=[O:55])[N:41]([CH3:54])[CH:42]=[C:43](B4OC(C)(C)C(C)(C)O4)[CH:44]=3)[CH:37]=[C:31]2[CH2:30]1.C([O-])(=O)C.[Na+].[O-]P([O-])([O-])=O.[K+].[K+].[K+]. Product: [CH3:22][C:16]1([CH3:23])[CH2:15][C:14]2[CH:13]=[C:12]3[N:19]([CH2:20][CH2:21][N:10]([C:6]4[CH:5]=[N:4][CH:3]=[C:2]([C:43]5[CH:44]=[C:39]([NH:38][C:36]6[CH:37]=[C:31]7[CH2:30][N:29]([CH2:28][CH2:27][O:26][CH3:25])[CH2:34][CH2:33][N:32]7[N:35]=6)[C:40](=[O:55])[N:41]([CH3:54])[CH:42]=5)[C:7]=4[CH:8]=[O:9])[C:11]3=[O:24])[C:18]=2[CH2:17]1. The catalyst class is: 543. (8) Reactant: Br[C:2]1[CH:3]=[C:4]([CH:7]=[CH:8][CH:9]=1)[C:5]#[N:6].C([NH2:17])C1C=CC=CC=1.C1(P(C2C=CC=CC=2)[C:25]2(P(C3C=CC=CC=3)C3C=CC=CC=3)[CH2:34][CH:33]=[C:32]3[C:27](C=CC=C3)=[C:26]2[C:35]2C3C(=CC=CC=3)C=CC=2)C=CC=CC=1.CC(C)([O-])C.[Na+]. Product: [CH2:35]([C:2]1[C:3]([NH2:17])=[C:4]([CH:7]=[CH:8][CH:9]=1)[C:5]#[N:6])[C:26]1[CH:27]=[CH:32][CH:33]=[CH:34][CH:25]=1. The catalyst class is: 101.